The task is: Regression. Given a peptide amino acid sequence and an MHC pseudo amino acid sequence, predict their binding affinity value. This is MHC class I binding data.. This data is from Peptide-MHC class I binding affinity with 185,985 pairs from IEDB/IMGT. (1) The peptide sequence is SLFTEQAFY. The MHC is HLA-A31:01 with pseudo-sequence HLA-A31:01. The binding affinity (normalized) is 0.0847. (2) The peptide sequence is TAFTIPSI. The MHC is HLA-B15:03 with pseudo-sequence HLA-B15:03. The binding affinity (normalized) is 0. (3) The binding affinity (normalized) is 0.808. The peptide sequence is TLLCVLAAL. The MHC is HLA-A02:06 with pseudo-sequence HLA-A02:06.